The task is: Predict the reaction yield, written as a fraction of the theoretical maximum amount of product (1.0 means a 100% yield; for example, 0.34 means a 34% yield).. This data is from Reaction yield outcomes from USPTO patents with 853,638 reactions. (1) The product is [NH2:9][CH2:8][C:7]1[CH:10]=[CH:11][C:12]([N+:14]([O-:16])=[O:15])=[CH:13][C:6]=1[NH2:5]. The catalyst is C1COCC1. The yield is 0.750. The reactants are CSC.B.[NH2:5][C:6]1[CH:13]=[C:12]([N+:14]([O-:16])=[O:15])[CH:11]=[CH:10][C:7]=1[C:8]#[N:9]. (2) The reactants are [NH2:1][C:2]1[N:7]=[CH:6][N:5]=[C:4]2[N:8]([CH2:25][C@H:26]3[CH2:30][CH2:29][CH2:28][N:27]3[C:31](=[O:35])[CH2:32][C:33]#[N:34])[N:9]=[C:10]([C:11]3[CH:16]=[CH:15][C:14]([O:17][C:18]4[CH:23]=[CH:22][CH:21]=[CH:20][CH:19]=4)=[CH:13][C:12]=3[F:24])[C:3]=12.[CH:36]([C@@H:38]1[CH2:42][CH2:41][CH2:40][N:39]1[C:43]([O:45][C:46]([CH3:49])([CH3:48])[CH3:47])=[O:44])=O.N1CCCCC1. The catalyst is C(O)C. The product is [NH2:1][C:2]1[N:7]=[CH:6][N:5]=[C:4]2[N:8]([CH2:25][C@H:26]3[CH2:30][CH2:29][CH2:28][N:27]3[C:31](=[O:35])[C:32]([C:33]#[N:34])=[CH:36][C@@H:38]3[CH2:42][CH2:41][CH2:40][N:39]3[C:43]([O:45][C:46]([CH3:47])([CH3:49])[CH3:48])=[O:44])[N:9]=[C:10]([C:11]3[CH:16]=[CH:15][C:14]([O:17][C:18]4[CH:19]=[CH:20][CH:21]=[CH:22][CH:23]=4)=[CH:13][C:12]=3[F:24])[C:3]=12. The yield is 0.570. (3) The reactants are Br[C:2]1[CH:23]=[CH:22][C:5]2[C:6]3[N:7]([CH:11]=[C:12]([C:14]4[N:18]([CH:19]([CH3:21])[CH3:20])[N:17]=[CH:16][N:15]=4)[N:13]=3)[CH2:8][CH2:9][O:10][C:4]=2[CH:3]=1.[Cl:24][C:25]1[CH:30]=[CH:29][C:28](B(O)O)=[CH:27][CH:26]=1.C([O-])([O-])=O.[Cs+].[Cs+]. The catalyst is C1C=CC(P(C2C=CC=CC=2)[C-]2C=CC=C2)=CC=1.C1C=CC(P(C2C=CC=CC=2)[C-]2C=CC=C2)=CC=1.Cl[Pd]Cl.[Fe+2].O1CCOCC1.O. The product is [Cl:24][C:25]1[CH:30]=[CH:29][C:28]([C:2]2[CH:23]=[CH:22][C:5]3[C:6]4[N:7]([CH:11]=[C:12]([C:14]5[N:18]([CH:19]([CH3:21])[CH3:20])[N:17]=[CH:16][N:15]=5)[N:13]=4)[CH2:8][CH2:9][O:10][C:4]=3[CH:3]=2)=[CH:27][CH:26]=1. The yield is 0.210. (4) The reactants are Br[C:2]1[CH:3]=[CH:4][C:5]([N+:15]([O-:17])=[O:16])=[C:6]([NH:8][C:9]2[CH:14]=[CH:13][CH:12]=[CH:11][CH:10]=2)[CH:7]=1.[C:18]1([C:24]([N:26]2[CH2:31][CH2:30][NH:29][CH2:28][CH2:27]2)=[O:25])[CH:23]=[CH:22][CH:21]=[CH:20][CH:19]=1.O. The catalyst is CN1C(=O)CCC1. The product is [N+:15]([C:5]1[CH:4]=[CH:3][C:2]([N:29]2[CH2:30][CH2:31][N:26]([C:24]([C:18]3[CH:19]=[CH:20][CH:21]=[CH:22][CH:23]=3)=[O:25])[CH2:27][CH2:28]2)=[CH:7][C:6]=1[NH:8][C:9]1[CH:14]=[CH:13][CH:12]=[CH:11][CH:10]=1)([O-:17])=[O:16]. The yield is 0.680. (5) The reactants are [CH3:1][O:2][C:3]1[CH:15]=[CH:14][C:6]([CH2:7][N:8]2[C:12]([NH2:13])=[CH:11][CH:10]=[N:9]2)=[CH:5][CH:4]=1.C([O:18][CH:19]=[C:20]([C:26](OCC)=O)[C:21]([O:23][CH2:24][CH3:25])=[O:22])C. No catalyst specified. The product is [OH:18][C:19]1[C:20]([C:21]([O:23][CH2:24][CH3:25])=[O:22])=[CH:26][N:13]=[C:12]2[N:8]([CH2:7][C:6]3[CH:5]=[CH:4][C:3]([O:2][CH3:1])=[CH:15][CH:14]=3)[N:9]=[CH:10][C:11]=12. The yield is 0.620. (6) The reactants are [Br:1][C:2]1[CH:7]=[CH:6][C:5]([C@@H:8]([N:10]2[CH2:15][CH2:14][C@@:13]([CH2:22][CH2:23]CS([O-])(=O)=O)([C:16]3[CH:21]=[CH:20][CH:19]=[CH:18][CH:17]=3)[O:12][C:11]2=[O:29])[CH3:9])=[CH:4][CH:3]=1.C([O-])([O-])=O.[K+].[K+].[S:36]1(=[O:42])(=[O:41])[CH2:40][CH2:39][CH2:38][NH:37]1. The catalyst is C(#N)C. The product is [Br:1][C:2]1[CH:7]=[CH:6][C:5]([C@@H:8]([N:10]2[CH2:15][CH2:14][C@:13]([CH2:22][CH2:23][N:37]3[CH2:38][CH2:39][CH2:40][S:36]3(=[O:42])=[O:41])([C:16]3[CH:21]=[CH:20][CH:19]=[CH:18][CH:17]=3)[O:12][C:11]2=[O:29])[CH3:9])=[CH:4][CH:3]=1. The yield is 0.0100. (7) The reactants are Cl[C:2]1[N:9]=[C:8]([Cl:10])[C:7]([F:11])=[CH:6][C:3]=1[C:4]#[N:5].[NH2:12][C:13]1[CH:14]=[C:15]([CH:21]=[CH:22][C:23]=1[CH3:24])[C:16]([NH:18][O:19][CH3:20])=[O:17].C(N(CC)CC)C. The catalyst is C(#N)C. The product is [C:4]([C:3]1[C:2]([NH:12][C:13]2[CH:14]=[C:15]([CH:21]=[CH:22][C:23]=2[CH3:24])[C:16]([NH:18][O:19][CH3:20])=[O:17])=[N:9][C:8]([Cl:10])=[C:7]([F:11])[CH:6]=1)#[N:5]. The yield is 0.210.